Dataset: Peptide-MHC class I binding affinity with 185,985 pairs from IEDB/IMGT. Task: Regression. Given a peptide amino acid sequence and an MHC pseudo amino acid sequence, predict their binding affinity value. This is MHC class I binding data. (1) The peptide sequence is RRRQWASCM. The MHC is SLA-30401 with pseudo-sequence SLA-30401. The binding affinity (normalized) is 0.659. (2) The peptide sequence is GQFLSFASL. The MHC is HLA-A24:02 with pseudo-sequence HLA-A24:02. The binding affinity (normalized) is 0.0870. (3) The MHC is HLA-A02:06 with pseudo-sequence HLA-A02:06. The peptide sequence is LSVIWMMWYW. The binding affinity (normalized) is 0.195. (4) The peptide sequence is YPQLSAIAL. The MHC is HLA-A26:01 with pseudo-sequence HLA-A26:01. The binding affinity (normalized) is 0.0847. (5) The peptide sequence is VTLFSNLGY. The MHC is HLA-A02:19 with pseudo-sequence HLA-A02:19. The binding affinity (normalized) is 0.0847. (6) The peptide sequence is ERNPYENIL. The MHC is HLA-A02:06 with pseudo-sequence HLA-A02:06. The binding affinity (normalized) is 0.0847. (7) The peptide sequence is FYTASYSSV. The MHC is H-2-Dd with pseudo-sequence H-2-Dd. The binding affinity (normalized) is 0. (8) The peptide sequence is KTIECSKEL. The binding affinity (normalized) is 0.787. The MHC is HLA-B15:17 with pseudo-sequence HLA-B15:17. (9) The binding affinity (normalized) is 0.0847. The MHC is HLA-B18:01 with pseudo-sequence HLA-B18:01. The peptide sequence is AMQDPNPEV. (10) The peptide sequence is ILFSYDEL. The MHC is H-2-Db with pseudo-sequence H-2-Db. The binding affinity (normalized) is 0.